This data is from Full USPTO retrosynthesis dataset with 1.9M reactions from patents (1976-2016). The task is: Predict the reactants needed to synthesize the given product. (1) Given the product [CH:13](/[C:3]1[C:4]2[O:9][CH2:8][CH2:7][C:6](=[O:10])[C:5]=2[CH:11]=[CH:12][C:2]=1[OH:1])=[CH:19]\[CH:20]=[CH:15]\[CH:16]=[CH2:17], predict the reactants needed to synthesize it. The reactants are: [OH:1][C:2]1[CH:12]=[CH:11][C:5]2[C:6](=[O:10])[CH2:7][CH2:8][O:9][C:4]=2[C:3]=1[CH:13]=O.[C:15]1(P([C:15]2[CH:20]=[CH:19]C=[CH:17][CH:16]=2)[C:15]2[CH:20]=[CH:19]C=[CH:17][CH:16]=2)[CH:20]=[CH:19]C=[CH:17][CH:16]=1.C([Li])CCC. (2) Given the product [C:10]([NH:9][C:3]1[C:2]([F:1])=[CH:7][N:6]([C:16]([NH:15][CH2:13][CH3:14])=[O:17])[C:5](=[O:8])[N:4]=1)(=[O:12])[CH3:11], predict the reactants needed to synthesize it. The reactants are: [F:1][C:2]1[C:3]([NH:9][C:10](=[O:12])[CH3:11])=[N:4][C:5]([OH:8])=[N:6][CH:7]=1.[CH2:13]([N:15]=[C:16]=[O:17])[CH3:14]. (3) Given the product [CH3:24][N:23]1[C:19]([C:17]2[CH:16]=[CH:15][N:14]=[C:13]([NH:6][C:7]3[CH:12]=[CH:11][C:10]([S:2](=[O:5])(=[O:3])[NH:31][CH:28]4[CH2:30][CH2:29]4)=[CH:9][CH:8]=3)[N:18]=2)=[CH:20][N:21]=[C:22]1[CH:25]([CH3:27])[CH3:26], predict the reactants needed to synthesize it. The reactants are: Cl[S:2]([OH:5])(=O)=[O:3].[NH:6]([C:13]1[N:18]=[C:17]([C:19]2[N:23]([CH3:24])[C:22]([CH:25]([CH3:27])[CH3:26])=[N:21][CH:20]=2)[CH:16]=[CH:15][N:14]=1)[C:7]1[CH:12]=[CH:11][CH:10]=[CH:9][CH:8]=1.[CH:28]1([NH2:31])[CH2:30][CH2:29]1. (4) Given the product [CH3:1][N:2]1[C:14]([C:16]2[CH:17]=[C:18]3[C:23](=[CH:24][CH:25]=2)[N:22]=[CH:21][CH:20]=[N:19]3)=[C:5]([C:6]2[CH:11]=[CH:10][CH:9]=[CH:8][N:7]=2)[C:4](=[O:12])[N:3]1[CH3:13], predict the reactants needed to synthesize it. The reactants are: [CH3:1][N:2]([C:14]([C:16]1[CH:17]=[C:18]2[C:23](=[CH:24][CH:25]=1)[N:22]=[CH:21][CH:20]=[N:19]2)=O)[N:3]([CH3:13])[C:4](=[O:12])[CH2:5][C:6]1[CH:11]=[CH:10][CH:9]=[CH:8][N:7]=1.[H-].[Na+]. (5) Given the product [CH3:1][O:2][C:3]1[CH:4]=[CH:5][C:6]2[C:18]3[C:17]4[CH:16]=[CH:15][C:14]([O:19][CH3:20])=[CH:13][C:12]=4[C:11](=[O:21])[C:10]=3[CH:9]=[C:8]([O:22][C:24]([O:26][C:27]([CH3:30])([CH3:29])[CH3:28])=[O:25])[C:7]=2[CH:23]=1, predict the reactants needed to synthesize it. The reactants are: [CH3:1][O:2][C:3]1[CH:4]=[CH:5][C:6]2[C:18]3[C:17]4[CH:16]=[CH:15][C:14]([O:19][CH3:20])=[CH:13][C:12]=4[C:11](=[O:21])[C:10]=3[CH:9]=[C:8]([OH:22])[C:7]=2[CH:23]=1.[C:24](O[C:24]([O:26][C:27]([CH3:30])([CH3:29])[CH3:28])=[O:25])([O:26][C:27]([CH3:30])([CH3:29])[CH3:28])=[O:25]. (6) Given the product [C:1]([C:3]1[C:4]([N:22]2[CH2:27][CH2:26][CH:25]([C:28](=[O:30])[NH:42][S:39]([CH2:38][C:35]3[CH:36]=[CH:37][C:32]([CH3:31])=[CH:33][CH:34]=3)(=[O:40])=[O:41])[CH2:24][CH2:23]2)=[N:5][C:6]([CH2:15][N:16]2[CH2:20][CH2:19][CH2:18][C:17]2=[O:21])=[C:7]([CH:8]=1)[C:9]([O:11][CH:12]([CH3:14])[CH3:13])=[O:10])#[N:2], predict the reactants needed to synthesize it. The reactants are: [C:1]([C:3]1[C:4]([N:22]2[CH2:27][CH2:26][CH:25]([C:28]([OH:30])=O)[CH2:24][CH2:23]2)=[N:5][C:6]([CH2:15][N:16]2[CH2:20][CH2:19][CH2:18][C:17]2=[O:21])=[C:7]([C:9]([O:11][CH:12]([CH3:14])[CH3:13])=[O:10])[CH:8]=1)#[N:2].[CH3:31][C:32]1[CH:37]=[CH:36][C:35]([CH2:38][S:39]([NH2:42])(=[O:41])=[O:40])=[CH:34][CH:33]=1. (7) Given the product [CH3:3][O:4][C:5]1[C:14]([N+:15]([O-:17])=[O:16])=[CH:13][CH:12]=[CH:11][C:6]=1[C:7]([OH:9])=[O:8], predict the reactants needed to synthesize it. The reactants are: [OH-].[Na+].[CH3:3][O:4][C:5]1[C:14]([N+:15]([O-:17])=[O:16])=[CH:13][CH:12]=[CH:11][C:6]=1[C:7]([O:9]C)=[O:8].Cl.